Dataset: Reaction yield outcomes from USPTO patents with 853,638 reactions. Task: Predict the reaction yield, written as a fraction of the theoretical maximum amount of product (1.0 means a 100% yield; for example, 0.34 means a 34% yield). (1) The yield is 0.590. The product is [CH3:21][O:20][C:17]1[CH:18]=[CH:19][C:14]([C:7]2[C:6]3[C:10](=[C:2]([C:22]4[CH:27]=[CH:26][CH:25]=[CH:24][CH:23]=4)[CH:3]=[CH:4][CH:5]=3)[N:9]([CH2:11][CH2:12][CH3:13])[N:8]=2)=[CH:15][CH:16]=1. The catalyst is O1CCOCC1.C1C=CC(/C=C/C(/C=C/C2C=CC=CC=2)=O)=CC=1.C1C=CC(/C=C/C(/C=C/C2C=CC=CC=2)=O)=CC=1.C1C=CC(/C=C/C(/C=C/C2C=CC=CC=2)=O)=CC=1.[Pd].[Pd]. The reactants are Cl[C:2]1[CH:3]=[CH:4][CH:5]=[C:6]2[C:10]=1[N:9]([CH2:11][CH2:12][CH3:13])[N:8]=[C:7]2[C:14]1[CH:19]=[CH:18][C:17]([O:20][CH3:21])=[CH:16][CH:15]=1.[C:22]1([Mg]Br)[CH:27]=[CH:26][CH:25]=[CH:24][CH:23]=1.Cl. (2) The reactants are [Li][CH2:2]CCC.[F:6][C:7]1[CH:33]=[CH:32][C:10]([C:11]([C:13]2[CH:14]=[N:15][C:16]([N:19]3[CH2:24][CH2:23][N:22]([C:25]([O:27][C:28]([CH3:31])([CH3:30])[CH3:29])=[O:26])[CH2:21][CH2:20]3)=[N:17][CH:18]=2)=O)=[CH:9][CH:8]=1. The catalyst is [Br-].C[P+](C1C=CC=CC=1)(C1C=CC=CC=1)C1C=CC=CC=1.C1COCC1. The product is [F:6][C:7]1[CH:33]=[CH:32][C:10]([C:11]([C:13]2[CH:14]=[N:15][C:16]([N:19]3[CH2:24][CH2:23][N:22]([C:25]([O:27][C:28]([CH3:31])([CH3:30])[CH3:29])=[O:26])[CH2:21][CH2:20]3)=[N:17][CH:18]=2)=[CH2:2])=[CH:9][CH:8]=1. The yield is 0.930. (3) The reactants are [CH3:1][C:2]([CH3:68])([CH3:67])[O:3][C:4](=[O:66])[NH:5][CH2:6][CH2:7][O:8][CH2:9][CH2:10][O:11][C:12](=[O:65])[NH:13][CH2:14][CH2:15][O:16][CH2:17][CH2:18][O:19][C:20](=[O:64])[NH:21][CH2:22][CH2:23][O:24][CH2:25][CH2:26][O:27][C:28](=[O:63])[NH:29][CH2:30][CH2:31][O:32][CH2:33][CH2:34][O:35][C:36](=[O:62])[NH:37][CH2:38][CH2:39][O:40][CH2:41][CH2:42][O:43][C:44](=[O:61])[NH:45][CH2:46][CH2:47][O:48][CH2:49][CH2:50][O:51][C:52](=[O:60])[NH:53][CH2:54][C:55]([O:57]CC)=[O:56].[OH-].[Li+]. The catalyst is C1COCC1. The product is [CH3:1][C:2]([CH3:68])([CH3:67])[O:3][C:4](=[O:66])[NH:5][CH2:6][CH2:7][O:8][CH2:9][CH2:10][O:11][C:12](=[O:65])[NH:13][CH2:14][CH2:15][O:16][CH2:17][CH2:18][O:19][C:20](=[O:64])[NH:21][CH2:22][CH2:23][O:24][CH2:25][CH2:26][O:27][C:28](=[O:63])[NH:29][CH2:30][CH2:31][O:32][CH2:33][CH2:34][O:35][C:36](=[O:62])[NH:37][CH2:38][CH2:39][O:40][CH2:41][CH2:42][O:43][C:44](=[O:61])[NH:45][CH2:46][CH2:47][O:48][CH2:49][CH2:50][O:51][C:52](=[O:60])[NH:53][CH2:54][C:55]([OH:57])=[O:56]. The yield is 0.991. (4) The reactants are [CH3:1][S:2][C:3](=[C:6]([C:9]#[N:10])[C:7]#[N:8])[S:4][CH3:5].CC(S)[C:13]([O-:15])=[O:14].[CH3:17]O. No catalyst specified. The product is [CH3:17][O:15][C:13]([C:1]1[S:2][C:3]([S:4][CH3:5])=[C:6]([C:9]#[N:10])[C:7]=1[NH2:8])=[O:14]. The yield is 0.990. (5) The reactants are [CH:1]1[C:10]2[C:5](=[CH:6][CH:7]=[CH:8][CH:9]=2)[CH:4]=[CH:3][C:2]=1B(O)O.[Br:14][C:15]1[CH:20]=[CH:19][C:18](I)=[CH:17][CH:16]=1.C(=O)([O-])[O-].[Na+].[Na+]. The catalyst is [Pd].C1(P(C2C=CC=CC=2)C2C=CC=CC=2)C=CC=CC=1.C1(P(C2C=CC=CC=2)C2C=CC=CC=2)C=CC=CC=1.C1(P(C2C=CC=CC=2)C2C=CC=CC=2)C=CC=CC=1.C1(P(C2C=CC=CC=2)C2C=CC=CC=2)C=CC=CC=1.C1(C)C=CC=CC=1. The product is [Br:14][C:15]1[CH:20]=[CH:19][C:18]([C:2]2[CH:3]=[CH:4][C:5]3[C:10](=[CH:9][CH:8]=[CH:7][CH:6]=3)[CH:1]=2)=[CH:17][CH:16]=1. The yield is 0.670. (6) The reactants are [CH3:1][N:2]([CH3:18])[CH2:3][CH2:4][N:5]1[CH2:10][CH2:9][C:8]2[NH:11][C:12]([CH:15]=O)=[C:13]([CH3:14])[C:7]=2[C:6]1=[O:17].[O:19]=[C:20]1[CH2:28][C:27]2[C:22](=[CH:23][CH:24]=[C:25]([NH:29][CH:30]=[O:31])[CH:26]=2)[NH:21]1. No catalyst specified. The product is [CH3:1][N:2]([CH3:18])[CH2:3][CH2:4][N:5]1[CH2:10][CH2:9][C:8]2[NH:11][C:12]([CH:15]=[C:28]3[C:27]4[C:22](=[CH:23][CH:24]=[C:25]([NH:29][CH:30]=[O:31])[CH:26]=4)[NH:21][C:20]3=[O:19])=[C:13]([CH3:14])[C:7]=2[C:6]1=[O:17]. The yield is 0.693. (7) The product is [OH:15][C:12]1[CH:13]=[CH:14][C:9]([C@@H:6]2[CH2:7][CH2:8][C@@:4]3([CH2:3][CH2:1][NH:2][C:30]3=[O:32])[N:5]2[C:23]([O:25][C:26]([CH3:27])([CH3:28])[CH3:29])=[O:24])=[CH:10][CH:11]=1. The yield is 0.350. The reactants are [C:1]([CH2:3][C@:4]1([C:30]([O:32]C)=O)[CH2:8][CH2:7][C@@H:6]([C:9]2[CH:14]=[CH:13][C:12]([O:15]CC3C=CC=CC=3)=[CH:11][CH:10]=2)[N:5]1[C:23]([O:25][C:26]([CH3:29])([CH3:28])[CH3:27])=[O:24])#[N:2]. The catalyst is CO.[Ni].